Predict which catalyst facilitates the given reaction. From a dataset of Catalyst prediction with 721,799 reactions and 888 catalyst types from USPTO. Reactant: BrC1C=CC(O)=C([C:8]2[CH:17]=[CH:16][C:15]3[C:10](=[CH:11][CH:12]=[C:13]([C:18]4[N:22]([CH:23]5[CH2:28][CH2:27][CH2:26][CH2:25][CH2:24]5)[C:21]5[CH:29]=[CH:30][C:31]([C:33]([OH:35])=[O:34])=[CH:32][C:20]=5[N:19]=4)[CH:14]=3)[N:9]=2)C=1.C(OC(C1C=CC2N(C3CCCCC3)C(C3C=CC(N)=C(C=O)C=3)=NC=2C=1)=O)C.C([C:69]1[CH:70]=[CH:71][C:72]([OH:78])=[C:73]([CH:77]=1)[C:74]([NH2:76])=[O:75])(=O)C.[OH-].[K+]. Product: [C:74]([C:73]1[CH:77]=[C:69]([C:8]2[CH:17]=[CH:16][C:15]3[C:10](=[CH:11][CH:12]=[C:13]([C:18]4[N:22]([CH:23]5[CH2:28][CH2:27][CH2:26][CH2:25][CH2:24]5)[C:21]5[CH:29]=[CH:30][C:31]([C:33]([OH:35])=[O:34])=[CH:32][C:20]=5[N:19]=4)[CH:14]=3)[N:9]=2)[CH:70]=[CH:71][C:72]=1[OH:78])(=[O:75])[NH2:76]. The catalyst class is: 8.